From a dataset of Peptide-MHC class I binding affinity with 185,985 pairs from IEDB/IMGT. Regression. Given a peptide amino acid sequence and an MHC pseudo amino acid sequence, predict their binding affinity value. This is MHC class I binding data. (1) The binding affinity (normalized) is 0.556. The MHC is HLA-A11:01 with pseudo-sequence HLA-A11:01. The peptide sequence is AFDLSHFLK. (2) The peptide sequence is YGPDVEVNV. The MHC is HLA-A26:01 with pseudo-sequence HLA-A26:01. The binding affinity (normalized) is 0.0847.